This data is from Forward reaction prediction with 1.9M reactions from USPTO patents (1976-2016). The task is: Predict the product of the given reaction. (1) Given the reactants [OH:1][C:2]1[CH:11]=[CH:10][C:5]([C:6]([O:8][CH3:9])=[O:7])=[CH:4][C:3]=1[I:12].[H-].[Na+].[CH2:15](Br)[CH:16]=[CH2:17], predict the reaction product. The product is: [CH2:17]([O:1][C:2]1[CH:11]=[CH:10][C:5]([C:6]([O:8][CH3:9])=[O:7])=[CH:4][C:3]=1[I:12])[CH:16]=[CH2:15]. (2) Given the reactants [CH2:1]([N:8](C)[CH2:9][CH2:10][O:11][CH2:12][CH:13]1[CH2:20][N:19]2[C:21]3[CH:22]=[C:23]([C:34]([NH:36][S:37]([N:40]([CH2:42][CH:43]([O:46][CH3:47])[O:44][CH3:45])[CH3:41])(=[O:39])=[O:38])=[O:35])[CH:24]=[CH:25][C:26]=3[C:27]([CH:28]3[CH2:33][CH2:32][CH2:31][CH2:30][CH2:29]3)=[C:18]2[C:17]2[CH:48]=[CH:49][CH:50]=[CH:51][C:16]=2[O:15][CH2:14]1)C1C=CC=CC=1.CC(O)=O, predict the reaction product. The product is: [CH:28]1([C:27]2[C:26]3[CH:25]=[CH:24][C:23]([C:34]([NH:36][S:37]([N:40]([CH2:42][CH:43]([O:46][CH3:47])[O:44][CH3:45])[CH3:41])(=[O:39])=[O:38])=[O:35])=[CH:22][C:21]=3[N:19]3[C:18]=2[C:17]2[CH:48]=[CH:49][CH:50]=[CH:51][C:16]=2[O:15][CH2:14][CH:13]([CH2:12][O:11][CH2:10][CH2:9][NH:8][CH3:1])[CH2:20]3)[CH2:29][CH2:30][CH2:31][CH2:32][CH2:33]1. (3) Given the reactants Br[CH2:2][C:3]1[CH2:4][S:5](=[O:11])(=[O:10])[CH2:6][C:7]=1[CH2:8]Br.[C:12]1([CH2:18][NH2:19])[CH:17]=[CH:16][CH:15]=[CH:14][CH:13]=1, predict the reaction product. The product is: [CH2:18]([N:19]1[CH2:8][C:7]2[CH2:6][S:5](=[O:11])(=[O:10])[CH2:4][C:3]=2[CH2:2]1)[C:12]1[CH:17]=[CH:16][CH:15]=[CH:14][CH:13]=1. (4) The product is: [CH3:1][O:2][C:3]1[CH:4]=[CH:5][C:6]([C:12]([NH2:14])=[O:13])=[CH:7][C:8]=1[C:9]([NH:22][C:21]1[CH:23]=[C:17]([O:16][CH3:15])[CH:18]=[CH:19][C:20]=1[CH3:24])=[O:11]. Given the reactants [CH3:1][O:2][C:3]1[C:8]([C:9]([OH:11])=O)=[CH:7][C:6]([C:12]([NH2:14])=[O:13])=[CH:5][CH:4]=1.[CH3:15][O:16][C:17]1[CH:18]=[CH:19][C:20]([CH3:24])=[C:21]([CH:23]=1)[NH2:22], predict the reaction product. (5) Given the reactants Cl[C:2]1[CH:7]=[C:6]([O:8][C:9]2[CH:14]=[CH:13][C:12]([N+:15]([O-:17])=[O:16])=[CH:11][CH:10]=2)[N:5]=[CH:4][N:3]=1.[NH2:18][C:19]1[CH:24]=[CH:23][CH:22]=[CH:21][CH:20]=1.C(OCC)(=O)C.O, predict the reaction product. The product is: [N+:15]([C:12]1[CH:13]=[CH:14][C:9]([O:8][C:6]2[N:5]=[CH:4][N:3]=[C:2]([NH:18][C:19]3[CH:24]=[CH:23][CH:22]=[CH:21][CH:20]=3)[CH:7]=2)=[CH:10][CH:11]=1)([O-:17])=[O:16]. (6) Given the reactants [C:1]([Si:5]([CH3:37])([CH3:36])[O:6][CH:7]([C:32]([CH3:35])([CH3:34])[CH3:33])[CH2:8][O:9][C:10]1[CH:15]=[CH:14][C:13]([C:16]([C:21]2[S:25][C:24]([S:26](Cl)(=[O:28])=[O:27])=[C:23]([CH3:30])[CH:22]=2)([CH2:19][CH3:20])[CH2:17][CH3:18])=[CH:12][C:11]=1[CH3:31])([CH3:4])([CH3:3])[CH3:2].[NH4+:38].[OH-], predict the reaction product. The product is: [C:1]([Si:5]([CH3:37])([CH3:36])[O:6][CH:7]([C:32]([CH3:35])([CH3:34])[CH3:33])[CH2:8][O:9][C:10]1[CH:15]=[CH:14][C:13]([C:16]([C:21]2[S:25][C:24]([S:26]([NH2:38])(=[O:28])=[O:27])=[C:23]([CH3:30])[CH:22]=2)([CH2:19][CH3:20])[CH2:17][CH3:18])=[CH:12][C:11]=1[CH3:31])([CH3:4])([CH3:3])[CH3:2]. (7) Given the reactants C[O:2][C:3](=[O:40])[C:4]1[CH:9]=[C:8]([O:10][C:11]2[CH:16]=[CH:15][C:14]([CH2:17][NH:18][S:19]([C:22]3[CH:27]=[CH:26][C:25]([CH3:28])=[CH:24][CH:23]=3)(=[O:21])=[O:20])=[CH:13][CH:12]=2)[CH:7]=[CH:6][C:5]=1[NH:29][S:30]([C:33]1[CH:38]=[CH:37][C:36]([CH3:39])=[CH:35][CH:34]=1)(=[O:32])=[O:31].[Li+].[OH-], predict the reaction product. The product is: [C:36]1([CH3:39])[CH:35]=[CH:34][C:33]([S:30]([NH:29][C:5]2[CH:6]=[CH:7][C:8]([O:10][C:11]3[CH:16]=[CH:15][C:14]([CH2:17][NH:18][S:19]([C:22]4[CH:23]=[CH:24][C:25]([CH3:28])=[CH:26][CH:27]=4)(=[O:20])=[O:21])=[CH:13][CH:12]=3)=[CH:9][C:4]=2[C:3]([OH:40])=[O:2])(=[O:31])=[O:32])=[CH:38][CH:37]=1. (8) Given the reactants Cl[CH2:2][CH2:3][CH2:4][CH2:5][C-:6]1[CH:10]=[CH:9][CH:8]=[CH:7]1.[CH-:11]1[CH:15]=[CH:14][CH:13]=[CH:12]1.[Fe+2:16].[Mg].Cl[SiH:19]([CH3:21])[CH3:20], predict the reaction product. The product is: [CH3:20][SiH:19]([CH3:21])[CH2:2][CH2:3][CH2:4][CH2:5][C-:6]1[CH:10]=[CH:9][CH:8]=[CH:7]1.[CH-:11]1[CH:15]=[CH:14][CH:13]=[CH:12]1.[Fe+2:16]. (9) Given the reactants [CH3:1][C:2]1[N:7]=[C:6]([N:8]2[CH2:13][CH2:12][N:11]([CH2:14][CH2:15][CH2:16][CH:17]=[CH:18][C:19]3[N:28]=[C:27]4[C:22]([CH2:23][CH2:24][C:25](=[O:29])[NH:26]4)=[CH:21][CH:20]=3)[CH2:10][CH2:9]2)[CH:5]=[CH:4][CH:3]=1, predict the reaction product. The product is: [CH3:1][C:2]1[N:7]=[C:6]([N:8]2[CH2:9][CH2:10][N:11]([CH2:14][CH2:15][CH2:16][CH2:17][CH2:18][C:19]3[N:28]=[C:27]4[C:22]([CH2:23][CH2:24][C:25](=[O:29])[NH:26]4)=[CH:21][CH:20]=3)[CH2:12][CH2:13]2)[CH:5]=[CH:4][CH:3]=1. (10) The product is: [Cl:1][C:2]1[CH:3]=[C:4]([CH:8]=[CH:9][C:10]=1[F:11])[C:5]([NH:13][CH2:14][C:15]1[CH:26]=[CH:25][C:24]([C:27]#[N:28])=[CH:23][C:16]=1[O:17][CH2:18][C:19](=[O:20])[NH:21][CH3:22])=[O:7]. Given the reactants [Cl:1][C:2]1[CH:3]=[C:4]([CH:8]=[CH:9][C:10]=1[F:11])[C:5]([OH:7])=O.Cl.[NH2:13][CH2:14][C:15]1[CH:26]=[CH:25][C:24]([C:27]#[N:28])=[CH:23][C:16]=1[O:17][CH2:18][C:19]([NH:21][CH3:22])=[O:20], predict the reaction product.